This data is from Catalyst prediction with 721,799 reactions and 888 catalyst types from USPTO. The task is: Predict which catalyst facilitates the given reaction. (1) Reactant: [CH2:1]([O:3][C:4]1[CH:5]=[C:6]2[C:11](=[C:12]3[CH2:16][C:15]([CH3:18])([CH3:17])[O:14][C:13]=13)[C:10]([C:19]1[CH:28]=[CH:27][C:22]([C:23]([O:25][CH3:26])=[O:24])=[C:21]([N:29]([CH2:36][C:37]3[CH:46]=[CH:45][C:44]4[C:39](=[CH:40][CH:41]=[CH:42][CH:43]=4)[N:38]=3)C(=O)C(F)(F)F)[CH:20]=1)=[N:9][C:8]([CH3:48])([CH3:47])[CH2:7]2)[CH3:2].C(=O)([O-])[O-].[K+].[K+]. Product: [CH2:1]([O:3][C:4]1[CH:5]=[C:6]2[C:11](=[C:12]3[CH2:16][C:15]([CH3:18])([CH3:17])[O:14][C:13]=13)[C:10]([C:19]1[CH:28]=[CH:27][C:22]([C:23]([O:25][CH3:26])=[O:24])=[C:21]([NH:29][CH2:36][C:37]3[CH:46]=[CH:45][C:44]4[C:39](=[CH:40][CH:41]=[CH:42][CH:43]=4)[N:38]=3)[CH:20]=1)=[N:9][C:8]([CH3:47])([CH3:48])[CH2:7]2)[CH3:2]. The catalyst class is: 5. (2) Reactant: C(N(C(C)C)C(C)C)C.[CH3:10][C:11]1[C:12]([N:17]([CH2:40][O:41][CH2:42][CH2:43][O:44][CH3:45])[S:18]([C:21]2[S:22][C:23]([CH3:39])=[CH:24][C:25]=2[C:26]2[CH:31]=[CH:30][C:29]([CH2:32][OH:33])=[CH:28][C:27]=2[O:34][CH2:35][CH:36]([CH3:38])[CH3:37])(=[O:20])=[O:19])=[N:13][O:14][C:15]=1[CH3:16].[CH3:46][S:47](Cl)(=[O:49])=[O:48]. Product: [CH3:10][C:11]1[C:12]([N:17]([CH2:40][O:41][CH2:42][CH2:43][O:44][CH3:45])[S:18]([C:21]2[S:22][C:23]([CH3:39])=[CH:24][C:25]=2[C:26]2[CH:31]=[CH:30][C:29]([CH2:32][O:33][S:47]([CH3:46])(=[O:49])=[O:48])=[CH:28][C:27]=2[O:34][CH2:35][CH:36]([CH3:38])[CH3:37])(=[O:20])=[O:19])=[N:13][O:14][C:15]=1[CH3:16]. The catalyst class is: 4.